From a dataset of Forward reaction prediction with 1.9M reactions from USPTO patents (1976-2016). Predict the product of the given reaction. (1) Given the reactants [C:1]([C:3]1[CH:4]=[CH:5][C:6]([NH2:13])=[C:7]([S:9]([NH2:12])(=[O:11])=[O:10])[CH:8]=1)#N.[C:14]([NH:17][C:18]1C=[CH:22][CH:21]=[CH:20][C:19]=1B(O)O)(=[O:16])[CH3:15].[CH:27]1([CH:33]=O)[CH2:32][CH2:31][CH2:30][CH2:29][CH2:28]1, predict the reaction product. The product is: [CH:27]1([CH:33]2[NH:13][C:6]3[CH:5]=[CH:4][C:3]([C:1]4[CH:22]=[CH:21][CH:20]=[CH:19][C:18]=4[NH:17][C:14](=[O:16])[CH3:15])=[CH:8][C:7]=3[S:9](=[O:11])(=[O:10])[NH:12]2)[CH2:28][CH2:29][CH2:30][CH2:31][CH2:32]1. (2) Given the reactants [CH3:1][N:2]1[CH2:7][CH2:6][CH:5]([O:8][C:9]2[N:14]=[C:13]([NH2:15])[CH:12]=[CH:11][CH:10]=2)[CH2:4][CH2:3]1.[Cl:16][C:17]1[CH:25]=[CH:24][CH:23]=[C:22]([F:26])[C:18]=1[C:19](Cl)=[O:20].N.CO.[NH4+].[Cl-], predict the reaction product. The product is: [ClH:16].[Cl:16][C:17]1[CH:25]=[CH:24][CH:23]=[C:22]([F:26])[C:18]=1[C:19]([NH:15][C:13]1[CH:12]=[CH:11][CH:10]=[C:9]([O:8][CH:5]2[CH2:4][CH2:3][N:2]([CH3:1])[CH2:7][CH2:6]2)[N:14]=1)=[O:20]. (3) Given the reactants [CH3:1][C:2]1[CH:10]=[CH:9][C:8]2[NH:7][C:6]3[CH:11]4[CH2:17][CH2:16][N:14]([CH2:15][C:5]=3[C:4]=2[CH:3]=1)[CH2:13][CH2:12]4.Br[C:19]1[CH:20]=[C:21]2[C:26](=[CH:27][CH:28]=1)[N:25]=[CH:24][CH:23]=[CH:22]2, predict the reaction product. The product is: [CH3:1][C:2]1[CH:10]=[CH:9][C:8]2[N:7]([C:19]3[CH:20]=[C:21]4[C:26](=[CH:27][CH:28]=3)[N:25]=[CH:24][CH:23]=[CH:22]4)[C:6]3[CH:11]4[CH2:12][CH2:13][N:14]([CH2:15][C:5]=3[C:4]=2[CH:3]=1)[CH2:16][CH2:17]4. (4) Given the reactants CN(C(ON1N=NC2C=CC=NC1=2)=[N+](C)C)C.F[P-](F)(F)(F)(F)F.[NH2:25][C:26]1[C:27]([C:36]([OH:38])=O)=[CH:28][C:29]2[C:34]([CH:35]=1)=[CH:33][CH:32]=[CH:31][CH:30]=2.[C:39]1([CH2:45][O:46][C@@H:47]([CH3:54])[C@@H:48]([C:50]([O:52][CH3:53])=[O:51])[NH2:49])[CH:44]=[CH:43][CH:42]=[CH:41][CH:40]=1.C(N(C(C)C)CC)(C)C, predict the reaction product. The product is: [NH2:25][C:26]1[C:27]([C:36]([NH:49][C@H:48]([C:50]([O:52][CH3:53])=[O:51])[C@@H:47]([CH3:54])[O:46][CH2:45][C:39]2[CH:40]=[CH:41][CH:42]=[CH:43][CH:44]=2)=[O:38])=[CH:28][C:29]2[C:34]([CH:35]=1)=[CH:33][CH:32]=[CH:31][CH:30]=2.